Dataset: NCI-60 drug combinations with 297,098 pairs across 59 cell lines. Task: Regression. Given two drug SMILES strings and cell line genomic features, predict the synergy score measuring deviation from expected non-interaction effect. Drug 1: C1=CC(=C2C(=C1NCCNCCO)C(=O)C3=C(C=CC(=C3C2=O)O)O)NCCNCCO. Drug 2: C1=CC=C(C=C1)NC(=O)CCCCCCC(=O)NO. Cell line: HCC-2998. Synergy scores: CSS=27.3, Synergy_ZIP=1.80, Synergy_Bliss=0.309, Synergy_Loewe=-7.04, Synergy_HSA=2.59.